From a dataset of Reaction yield outcomes from USPTO patents with 853,638 reactions. Predict the reaction yield, written as a fraction of the theoretical maximum amount of product (1.0 means a 100% yield; for example, 0.34 means a 34% yield). (1) The reactants are [CH:1]([CH:3]1[CH2:5][C:4]1([C:10]1[CH:15]=[CH:14][CH:13]=[CH:12][CH:11]=1)[C:6]([O:8][CH3:9])=[O:7])=O.[CH3:16][NH2:17].[BH4-].[Na+]. The catalyst is CO. The product is [CH3:16][NH:17][CH2:1][CH:3]1[CH2:5][C:4]1([C:10]1[CH:15]=[CH:14][CH:13]=[CH:12][CH:11]=1)[C:6]([O:8][CH3:9])=[O:7]. The yield is 0.630. (2) The reactants are [OH:1][C:2]1[CH:3]=[C:4]([CH2:10][OH:11])[CH:5]=[C:6]([CH2:8][OH:9])[CH:7]=1.C(=O)([O-])[O-].[Na+].[Na+].[I-].[Na+].Br[CH2:21][CH2:22][O:23][C:24]1[CH:29]=[CH:28][C:27]([C:30](=[O:32])[CH3:31])=[CH:26][CH:25]=1. The catalyst is CC(N(C)C)=O. The product is [OH:9][CH2:8][C:6]1[CH:7]=[C:2]([CH:3]=[C:4]([CH2:10][OH:11])[CH:5]=1)[O:1][CH2:21][CH2:22][O:23][C:24]1[CH:29]=[CH:28][C:27]([C:30](=[O:32])[CH3:31])=[CH:26][CH:25]=1. The yield is 0.860. (3) The reactants are [Br-].[CH3:2][C:3]1[CH:29]=[CH:28][C:6]([CH2:7][CH2:8][P+](C2C=CC=CC=2)(C2C=CC=CC=2)C2C=CC=CC=2)=[CH:5][CH:4]=1.[Li]CCCC.[CH3:35][CH:36]([CH2:39][CH2:40][CH2:41][CH2:42][CH2:43][CH2:44][CH2:45][CH2:46][CH3:47])[CH:37]=O.O. The catalyst is C1COCC1. The product is [CH3:2][C:3]1[CH:4]=[CH:5][C:6]([CH2:7][CH:8]=[CH:35][CH:36]([CH3:37])[CH2:39][CH2:40][CH2:41][CH2:42][CH2:43][CH2:44][CH2:45][CH2:46][CH3:47])=[CH:28][CH:29]=1. The yield is 0.690. (4) The reactants are [Cl:1][C:2]1[N:7]=[C:6](Cl)[C:5]([N+:9]([O-:11])=[O:10])=[CH:4][N:3]=1.CCN(C(C)C)C(C)C.[NH2:21][C:22]1[CH:27]=[CH:26][CH:25]=[CH:24][C:23]=1[NH:28][S:29]([CH3:32])(=[O:31])=[O:30].O. The catalyst is C1COCC1. The product is [Cl:1][C:2]1[N:7]=[C:6]([NH:21][C:22]2[CH:27]=[CH:26][CH:25]=[CH:24][C:23]=2[NH:28][S:29]([CH3:32])(=[O:31])=[O:30])[C:5]([N+:9]([O-:11])=[O:10])=[CH:4][N:3]=1. The yield is 0.400. (5) The reactants are [C:1]([O:5][C:6]([N:8]1[CH2:12][C@H:11]([S:13][CH2:14][C:15]2[CH:20]=[CH:19][C:18]([O:21][CH3:22])=[CH:17][CH:16]=2)[CH2:10][C@H:9]1[C:23]([OH:25])=O)=[O:7])([CH3:4])([CH3:3])[CH3:2].[CH3:26][N:27]1[CH2:32][CH2:31][O:30][CH2:29][CH2:28]1.[B-](F)(F)(F)F.CN(C(ON1[C:51](=O)[CH:50]=[CH:49][CH:48]=[CH:47]1)=[N+](C)C)C.Cl.C([O:61]C(=O)CNC)C1C=CC=CC=1. The catalyst is C(Cl)Cl. The product is [C:1]([O:5][C:6]([N:8]1[CH2:12][C@H:11]([S:13][CH2:14][C:15]2[CH:20]=[CH:19][C:18]([O:21][CH3:22])=[CH:17][CH:16]=2)[CH2:10][C@H:9]1[C:23](=[O:25])[N:27]([CH2:32][C:31]([O:30][CH2:29][C:28]1[CH:51]=[CH:50][CH:49]=[CH:48][CH:47]=1)=[O:61])[CH3:26])=[O:7])([CH3:3])([CH3:2])[CH3:4]. The yield is 0.500.